This data is from CYP1A2 inhibition data for predicting drug metabolism from PubChem BioAssay. The task is: Regression/Classification. Given a drug SMILES string, predict its absorption, distribution, metabolism, or excretion properties. Task type varies by dataset: regression for continuous measurements (e.g., permeability, clearance, half-life) or binary classification for categorical outcomes (e.g., BBB penetration, CYP inhibition). Dataset: cyp1a2_veith. (1) The compound is COCCn1c(=O)c(CCc2ccccc2)nc2cnc(Oc3cccc(Cl)c3)nc21. The result is 1 (inhibitor). (2) The compound is COC(=O)[C@@]1(Cc2ccc(OC)cc2)[C@H]2c3cc(C(=O)N(C)C)n(Cc4ccccn4)c3C[C@H]2CN1C(=O)c1ccccc1. The result is 0 (non-inhibitor). (3) The compound is Cl.N#Cc1cccc(C(c2nnnn2C2CCCC2)N2CCCCCC2)c1. The result is 0 (non-inhibitor).